Dataset: Reaction yield outcomes from USPTO patents with 853,638 reactions. Task: Predict the reaction yield, written as a fraction of the theoretical maximum amount of product (1.0 means a 100% yield; for example, 0.34 means a 34% yield). (1) The product is [N:28]([CH2:12][CH:13]1[CH2:17][C:16]2[CH:18]=[C:19]([Cl:27])[CH:20]=[C:21]([C:22]3[CH:26]=[CH:25][S:24][CH:23]=3)[C:15]=2[O:14]1)=[N+:29]=[N-:30]. The yield is 0.830. The reactants are CC1C=CC(S(O[CH2:12][CH:13]2[CH2:17][C:16]3[CH:18]=[C:19]([Cl:27])[CH:20]=[C:21]([C:22]4[CH:26]=[CH:25][S:24][CH:23]=4)[C:15]=3[O:14]2)(=O)=O)=CC=1.[N-:28]=[N+:29]=[N-:30].[Na+]. The catalyst is CS(C)=O.O.C(OCC)C. (2) The reactants are N[C:2]1[CH:10]=[CH:9][CH:8]=[C:7]2[C:3]=1[CH2:4][CH2:5][CH:6]2[N:11]1[CH:16]=[CH:15][CH:14]=[C:13]([C:17]([NH:19][C:20]2[CH:25]=[CH:24][N:23]=[CH:22][CH:21]=2)=[O:18])[C:12]1=[O:26].N([O-])=O.[Na+].C([O-])([O-])=O.[Na+].[Na+].[ClH:37]. The catalyst is O.Cl[Cu]. The product is [Cl:37][C:2]1[CH:10]=[CH:9][CH:8]=[C:7]2[C:3]=1[CH2:4][CH2:5][CH:6]2[N:11]1[CH:16]=[CH:15][CH:14]=[C:13]([C:17]([NH:19][C:20]2[CH:25]=[CH:24][N:23]=[CH:22][CH:21]=2)=[O:18])[C:12]1=[O:26]. The yield is 0.550. (3) The reactants are C[O:2][C:3]1[CH:4]=[C:5]([C:9]2[N:17]=[C:16]3[C:12]([N:13]=[CH:14][NH:15]3)=[C:11]([N:18]3[CH2:23][CH2:22][O:21][CH2:20][CH2:19]3)[N:10]=2)[CH:6]=[N:7][CH:8]=1. The catalyst is Br. The product is [N:18]1([C:11]2[N:10]=[C:9]([C:5]3[CH:4]=[C:3]([OH:2])[CH:8]=[N:7][CH:6]=3)[N:17]=[C:16]3[C:12]=2[N:13]=[CH:14][NH:15]3)[CH2:19][CH2:20][O:21][CH2:22][CH2:23]1. The yield is 0.0170.